This data is from Forward reaction prediction with 1.9M reactions from USPTO patents (1976-2016). The task is: Predict the product of the given reaction. (1) Given the reactants C[O:2][C:3](=[O:38])[CH2:4][C:5]1[CH:10]=[CH:9][CH:8]=[C:7]([O:11][CH2:12][CH2:13][CH2:14][N:15]([CH2:24][CH:25]([C:32]2[CH:37]=[CH:36][CH:35]=[CH:34][CH:33]=2)[C:26]2[CH:31]=[CH:30][CH:29]=[CH:28][CH:27]=2)[CH2:16][C:17]2[CH:22]=[CH:21][CH:20]=[C:19]([I:23])[CH:18]=2)[CH:6]=1.[OH-].[Na+], predict the reaction product. The product is: [C:26]1([CH:25]([C:32]2[CH:33]=[CH:34][CH:35]=[CH:36][CH:37]=2)[CH2:24][N:15]([CH2:16][C:17]2[CH:22]=[CH:21][CH:20]=[C:19]([I:23])[CH:18]=2)[CH2:14][CH2:13][CH2:12][O:11][C:7]2[CH:6]=[C:5]([CH2:4][C:3]([OH:38])=[O:2])[CH:10]=[CH:9][CH:8]=2)[CH:27]=[CH:28][CH:29]=[CH:30][CH:31]=1. (2) Given the reactants [NH2:1][CH2:2][C:3]12[CH2:9][CH:6]([CH2:7][O:8]1)[N:5](C(OC(C)(C)C)=O)[CH2:4]2.[CH3:17][C:18](OCl)=[O:19], predict the reaction product. The product is: [CH:6]12[CH2:9][C:3]([CH2:2][NH:1][C:18](=[O:19])[CH3:17])([O:8][CH2:7]1)[CH2:4][NH:5]2. (3) Given the reactants [F:1][C:2]([F:31])([F:30])[C@@H:3]([NH:25][S:26]([CH3:29])(=[O:28])=[O:27])[C:4]1[CH:9]=[CH:8][C:7]([CH2:10][NH:11][CH2:12][C@H:13]([O:17][C:18]2[CH:23]=[CH:22][C:21]([F:24])=[CH:20][N:19]=2)[CH2:14][O:15][CH3:16])=[CH:6][CH:5]=1.[ClH:32], predict the reaction product. The product is: [ClH:32].[F:31][C:2]([F:1])([F:30])[C@@H:3]([NH:25][S:26]([CH3:29])(=[O:28])=[O:27])[C:4]1[CH:5]=[CH:6][C:7]([CH2:10][NH:11][CH2:12][C@H:13]([O:17][C:18]2[CH:23]=[CH:22][C:21]([F:24])=[CH:20][N:19]=2)[CH2:14][O:15][CH3:16])=[CH:8][CH:9]=1. (4) Given the reactants [O:1]1[C:7]2[CH:8]=[CH:9][CH:10]=[CH:11][C:6]=2[C:5](=[O:12])[NH:4][C:3](=O)[CH2:2]1.C(=O)([O-])[O-].[K+].[K+].Br[CH2:21][CH2:22][CH2:23][CH2:24][Cl:25].O1CCOCC1.[ClH:32], predict the reaction product. The product is: [Cl:32][C:3]1[N:4]([CH2:21][CH2:22][CH2:23][CH2:24][Cl:25])[C:5](=[O:12])[C:6]2[CH:11]=[CH:10][CH:9]=[CH:8][C:7]=2[O:1][CH:2]=1. (5) Given the reactants [N+:1]([C:4]1[CH:9]=[CH:8][C:7]([CH2:10][CH2:11][N:12]2[C:17]3[CH2:18][CH2:19][S:20][CH2:21][C:16]=3[C:15](=[O:22])[NH:14][C:13]2=[O:23])=[CH:6][CH:5]=1)([O-])=O.[H][H], predict the reaction product. The product is: [NH2:1][C:4]1[CH:9]=[CH:8][C:7]([CH2:10][CH2:11][N:12]2[C:17]3[CH2:18][CH2:19][S:20][CH2:21][C:16]=3[C:15](=[O:22])[NH:14][C:13]2=[O:23])=[CH:6][CH:5]=1. (6) Given the reactants [Si]([O:8][C:9]1[CH:14]=[CH:13][C:12]([N:15]2[CH2:19][CH2:18][CH:17]([O:20][C:21]3[CH:26]=[CH:25][C:24]([CH:27]4[CH2:29][CH2:28]4)=[CH:23][CH:22]=3)[C:16]2=[O:30])=[CH:11][C:10]=1[CH2:31][CH3:32])(C(C)(C)C)(C)C.Cl, predict the reaction product. The product is: [CH:27]1([C:24]2[CH:25]=[CH:26][C:21]([O:20][CH:17]3[CH2:18][CH2:19][N:15]([C:12]4[CH:13]=[CH:14][C:9]([OH:8])=[C:10]([CH2:31][CH3:32])[CH:11]=4)[C:16]3=[O:30])=[CH:22][CH:23]=2)[CH2:29][CH2:28]1. (7) Given the reactants [C:1]([O:9][C:10]1[CH:15]=[CH:14][CH:13]=[C:12]([OH:16])[CH:11]=1)(=O)[C:2]1[CH:7]=[CH:6][CH:5]=CC=1.C1(O)CCCC1, predict the reaction product. The product is: [CH:1]1([O:9][C:10]2[CH:11]=[C:12]([OH:16])[CH:13]=[CH:14][CH:15]=2)[CH2:2][CH2:7][CH2:6][CH2:5]1.